Dataset: Retrosynthesis with 50K atom-mapped reactions and 10 reaction types from USPTO. Task: Predict the reactants needed to synthesize the given product. Given the product CC(C)NCCC1(O)CN(C(=O)c2ccc(F)c(F)c2Nc2ccc(I)cc2F)C1, predict the reactants needed to synthesize it. The reactants are: CC(C)N.O=CCC1(O)CN(C(=O)c2ccc(F)c(F)c2Nc2ccc(I)cc2F)C1.